This data is from NCI-60 drug combinations with 297,098 pairs across 59 cell lines. The task is: Regression. Given two drug SMILES strings and cell line genomic features, predict the synergy score measuring deviation from expected non-interaction effect. (1) Drug 1: CN1C(=O)N2C=NC(=C2N=N1)C(=O)N. Drug 2: CS(=O)(=O)OCCCCOS(=O)(=O)C. Cell line: NCI/ADR-RES. Synergy scores: CSS=-1.82, Synergy_ZIP=0.244, Synergy_Bliss=-0.578, Synergy_Loewe=-1.55, Synergy_HSA=-1.63. (2) Synergy scores: CSS=3.39, Synergy_ZIP=-2.69, Synergy_Bliss=-2.88, Synergy_Loewe=-2.11, Synergy_HSA=-2.04. Drug 2: CC(C)CN1C=NC2=C1C3=CC=CC=C3N=C2N. Cell line: NCI-H522. Drug 1: CN1C(=O)N2C=NC(=C2N=N1)C(=O)N. (3) Drug 1: CC1OCC2C(O1)C(C(C(O2)OC3C4COC(=O)C4C(C5=CC6=C(C=C35)OCO6)C7=CC(=C(C(=C7)OC)O)OC)O)O. Drug 2: CC(C)NC(=O)C1=CC=C(C=C1)CNNC.Cl. Cell line: EKVX. Synergy scores: CSS=14.9, Synergy_ZIP=-3.05, Synergy_Bliss=-3.31, Synergy_Loewe=-18.7, Synergy_HSA=-3.65. (4) Drug 1: CCC1=CC2CC(C3=C(CN(C2)C1)C4=CC=CC=C4N3)(C5=C(C=C6C(=C5)C78CCN9C7C(C=CC9)(C(C(C8N6C)(C(=O)OC)O)OC(=O)C)CC)OC)C(=O)OC.C(C(C(=O)O)O)(C(=O)O)O. Drug 2: CC1=C(C(CCC1)(C)C)C=CC(=CC=CC(=CC(=O)O)C)C. Cell line: HCT-15. Synergy scores: CSS=11.8, Synergy_ZIP=-0.335, Synergy_Bliss=1.16, Synergy_Loewe=-8.06, Synergy_HSA=1.06. (5) Drug 1: COC1=NC(=NC2=C1N=CN2C3C(C(C(O3)CO)O)O)N. Drug 2: CCN(CC)CCNC(=O)C1=C(NC(=C1C)C=C2C3=C(C=CC(=C3)F)NC2=O)C. Cell line: NCI/ADR-RES. Synergy scores: CSS=-2.06, Synergy_ZIP=2.22, Synergy_Bliss=-0.140, Synergy_Loewe=-3.04, Synergy_HSA=-4.55. (6) Drug 1: C1CC(=O)NC(=O)C1N2CC3=C(C2=O)C=CC=C3N. Drug 2: CNC(=O)C1=NC=CC(=C1)OC2=CC=C(C=C2)NC(=O)NC3=CC(=C(C=C3)Cl)C(F)(F)F. Cell line: MALME-3M. Synergy scores: CSS=37.8, Synergy_ZIP=4.07, Synergy_Bliss=6.54, Synergy_Loewe=-7.25, Synergy_HSA=3.99. (7) Drug 1: CC1=CC2C(CCC3(C2CCC3(C(=O)C)OC(=O)C)C)C4(C1=CC(=O)CC4)C. Drug 2: C1=NC2=C(N=C(N=C2N1C3C(C(C(O3)CO)O)F)Cl)N. Cell line: HS 578T. Synergy scores: CSS=7.43, Synergy_ZIP=0.0802, Synergy_Bliss=4.63, Synergy_Loewe=-10.6, Synergy_HSA=-0.929. (8) Drug 1: COC1=NC(=NC2=C1N=CN2C3C(C(C(O3)CO)O)O)N. Drug 2: COC1=C2C(=CC3=C1OC=C3)C=CC(=O)O2. Cell line: NCI-H226. Synergy scores: CSS=-6.78, Synergy_ZIP=2.77, Synergy_Bliss=-1.21, Synergy_Loewe=-5.47, Synergy_HSA=-6.45.